Dataset: Reaction yield outcomes from USPTO patents with 853,638 reactions. Task: Predict the reaction yield, written as a fraction of the theoretical maximum amount of product (1.0 means a 100% yield; for example, 0.34 means a 34% yield). (1) The reactants are [Cl:1][C:2]1[CH:10]=[CH:9][C:5]([C:6]([OH:8])=[O:7])=[CH:4][CH:3]=1.OS(O)(=O)=O.[CH3:16]O. No catalyst specified. The product is [Cl:1][C:2]1[CH:10]=[CH:9][C:5]([C:6]([O:8][CH3:16])=[O:7])=[CH:4][CH:3]=1. The yield is 0.900. (2) The reactants are [OH:1][C:2]1[CH:3]=[CH:4][C:5]([C:9]([O:11][CH3:12])=[O:10])=[N:6][C:7]=1[CH3:8].[H-].[Na+].FC(F)(F)S(O[CH2:21][CH2:22][O:23][C:24]([F:27])([F:26])[F:25])(=O)=O.O. The catalyst is CN(C=O)C. The product is [CH3:8][C:7]1[N:6]=[C:5]([C:9]([O:11][CH3:12])=[O:10])[CH:4]=[CH:3][C:2]=1[O:1][CH2:21][CH2:22][O:23][C:24]([F:27])([F:26])[F:25]. The yield is 0.480. (3) The reactants are [O:1]=[C:2]([NH:9][C:10]1[CH:15]=[CH:14][CH:13]=[C:12]([C:16]([F:19])([F:18])[F:17])[CH:11]=1)[CH2:3][C:4]([O:6]CC)=[O:5].C[O-].[Na+].CO[CH:25]=[CH:26][C:27](=O)[CH3:28].[OH-].[Na+]. The catalyst is CCO.O. The product is [CH3:25][C:26]1[N:9]([C:10]2[CH:15]=[CH:14][CH:13]=[C:12]([C:16]([F:17])([F:18])[F:19])[CH:11]=2)[C:2](=[O:1])[C:3]([C:4]([OH:6])=[O:5])=[CH:28][CH:27]=1. The yield is 0.580. (4) The reactants are [NH2:1][C:2]1[CH:18]=[CH:17][CH:16]=[C:15]([Cl:19])[C:3]=1[C:4]([NH:6][C:7]1[CH:12]=[CH:11][CH:10]=[CH:9][C:8]=1[O:13][CH3:14])=[O:5].[Cl:20][CH2:21][C:22](Cl)=O. The catalyst is C(O)(=O)C. The product is [Cl:19][C:15]1[CH:16]=[CH:17][CH:18]=[C:2]2[C:3]=1[C:4](=[O:5])[N:6]([C:7]1[CH:12]=[CH:11][CH:10]=[CH:9][C:8]=1[O:13][CH3:14])[C:22]([CH2:21][Cl:20])=[N:1]2. The yield is 0.280. (5) The reactants are [F:1][C:2]1[CH:8]=[CH:7][CH:6]=[CH:5][C:3]=1[NH2:4].C(N(CC)CC)C.[O:16]=[C:17]1[C:25]2([C:29]3=[CH:30][C:31]4[O:32][CH2:33][CH2:34][O:35][C:36]=4[CH:37]=[C:28]3[O:27][CH2:26]2)[C:24]2[C:19](=[CH:20][CH:21]=[CH:22][CH:23]=2)[N:18]1[CH2:38][C:39]1[CH:47]=[CH:46][C:42]([C:43](Cl)=[O:44])=[CH:41][CH:40]=1. The catalyst is ClCCl. The product is [F:1][C:2]1[CH:8]=[CH:7][CH:6]=[CH:5][C:3]=1[NH:4][C:43](=[O:44])[C:42]1[CH:41]=[CH:40][C:39]([CH2:38][N:18]2[C:19]3[C:24](=[CH:23][CH:22]=[CH:21][CH:20]=3)[C:25]3([C:29]4[C:28](=[CH:37][C:36]5[O:35][CH2:34][CH2:33][O:32][C:31]=5[CH:30]=4)[O:27][CH2:26]3)[C:17]2=[O:16])=[CH:47][CH:46]=1. The yield is 0.490. (6) The reactants are [NH2:1][CH:2]([C:7]1[CH:12]=[CH:11][C:10]([O:13][CH3:14])=[C:9]([O:15][CH3:16])[CH:8]=1)[CH2:3][C:4]([OH:6])=[O:5].[CH3:17][C:18]([O:21][C:22](O[C:22]([O:21][C:18]([CH3:20])([CH3:19])[CH3:17])=[O:23])=[O:23])([CH3:20])[CH3:19]. The catalyst is [OH-].[Na+]. The product is [C:18]([O:21][C:22]([NH:1][CH:2]([C:7]1[CH:12]=[CH:11][C:10]([O:13][CH3:14])=[C:9]([O:15][CH3:16])[CH:8]=1)[CH2:3][C:4]([OH:6])=[O:5])=[O:23])([CH3:20])([CH3:19])[CH3:17]. The yield is 0.970.